This data is from Full USPTO retrosynthesis dataset with 1.9M reactions from patents (1976-2016). The task is: Predict the reactants needed to synthesize the given product. (1) Given the product [Cl:1][C:2]1[CH:3]=[C:4](/[CH:21]=[CH:22]/[C:23]([NH:33][O:32][CH:27]2[CH2:28][CH2:29][CH2:30][CH2:31][O:26]2)=[O:24])[CH:5]=[N:6][C:7]=1[NH:8][C@@H:9]1[CH2:13][CH2:12][N:11]([CH2:14][CH:15]2[CH2:20][CH2:19][CH2:18][CH2:17][CH2:16]2)[CH2:10]1, predict the reactants needed to synthesize it. The reactants are: [Cl:1][C:2]1[CH:3]=[C:4](/[CH:21]=[CH:22]/[C:23](O)=[O:24])[CH:5]=[N:6][C:7]=1[NH:8][C@@H:9]1[CH2:13][CH2:12][N:11]([CH2:14][CH:15]2[CH2:20][CH2:19][CH2:18][CH2:17][CH2:16]2)[CH2:10]1.[O:26]1[CH2:31][CH2:30][CH2:29][CH2:28][CH:27]1[O:32][NH2:33].CCN=C=NCCCN(C)C.C(OCC)(C)=O.O. (2) Given the product [Cl:1][C:2]1[CH:7]=[CH:6][C:5]([O:8][CH:9]([CH3:11])[CH3:10])=[CH:4][C:3]=1[C:12]1[N:13]=[CH:14][C:15]([NH:18][C:26](=[O:27])[C:25]2[C:20]([CH3:19])=[CH:21][CH:22]=[N:23][CH:24]=2)=[N:16][CH:17]=1, predict the reactants needed to synthesize it. The reactants are: [Cl:1][C:2]1[CH:7]=[CH:6][C:5]([O:8][CH:9]([CH3:11])[CH3:10])=[CH:4][C:3]=1[C:12]1[N:13]=[CH:14][C:15]([NH2:18])=[N:16][CH:17]=1.[CH3:19][C:20]1[C:25]([C:26](O)=[O:27])=[CH:24][N:23]=[CH:22][CH:21]=1.CCCP(=O)=O. (3) Given the product [CH3:22][C:16]1[NH:23][C:24]([CH3:35])=[C:25]([C:26](=[O:27])[C:28]2[CH:33]=[CH:32][C:31]([CH3:34])=[CH:30][CH:29]=2)[CH:13]([C:5]2[CH:6]=[CH:7][CH:8]=[C:9]3[C:4]=2[O:3][C:2]([CH3:1])=[CH:11][C:10]3=[O:12])[C:17]=1[C:18]([O:20][CH3:21])=[O:19], predict the reactants needed to synthesize it. The reactants are: [CH3:1][C:2]1[O:3][C:4]2[C:9]([C:10](=[O:12])[CH:11]=1)=[CH:8][CH:7]=[CH:6][C:5]=2[CH:13]=O.O=[C:16]([CH3:22])[CH2:17][C:18]([O:20][CH3:21])=[O:19].[NH2:23][C:24]([CH3:35])=[CH:25][C:26]([C:28]1[CH:33]=[CH:32][C:31]([CH3:34])=[CH:30][CH:29]=1)=[O:27].C(O)(=O)C. (4) Given the product [Br:1][C:2]1[CH:3]=[CH:4][C:5]([C:8]2[N:9]=[C:10]([N:13]3[CH2:14][CH2:15][NH:16][C:25]3=[O:27])[S:11][CH:12]=2)=[CH:6][CH:7]=1, predict the reactants needed to synthesize it. The reactants are: [Br:1][C:2]1[CH:7]=[CH:6][C:5]([C:8]2[N:9]=[C:10]([NH:13][CH2:14][CH2:15][NH2:16])[S:11][CH:12]=2)=[CH:4][CH:3]=1.C(N(CC)CC)C.Cl[C:25](Cl)([O:27]C(=O)OC(Cl)(Cl)Cl)Cl. (5) Given the product [CH2:1]([O:3][CH2:4][CH2:5][CH2:6][NH:7][C:8](=[O:23])[CH:9]([NH:14][C:15]1[CH:20]=[C:19]([Cl:21])[N:18]=[C:17]([N:36]2[CH:37]=[C:33]([C:29]3[CH:30]=[CH:31][CH:32]=[C:27]([O:26][C:25]([F:24])([F:38])[F:39])[CH:28]=3)[N:34]=[CH:35]2)[N:16]=1)[CH2:10][CH:11]([CH3:13])[CH3:12])[CH3:2], predict the reactants needed to synthesize it. The reactants are: [CH2:1]([O:3][CH2:4][CH2:5][CH2:6][NH:7][C:8](=[O:23])[CH:9]([NH:14][C:15]1[CH:20]=[C:19]([Cl:21])[N:18]=[C:17](Cl)[N:16]=1)[CH2:10][CH:11]([CH3:13])[CH3:12])[CH3:2].[F:24][C:25]([F:39])([F:38])[O:26][C:27]1[CH:28]=[C:29]([C:33]2[N:34]=[CH:35][NH:36][CH:37]=2)[CH:30]=[CH:31][CH:32]=1.C([O-])([O-])=O.[K+].[K+].[F-].[K+]. (6) Given the product [CH2:31]([O:38][C:39]([C@H:41]1[CH2:46][CH2:45][C@@H:44]([NH:47][C:10]([C:9]2[C:8]([O:7][C:6]3[CH:5]=[CH:4][C:3]([S:2][CH3:1])=[CH:18][CH:17]=3)=[N:16][CH:15]=[CH:14][CH:13]=2)=[O:12])[CH2:43][CH2:42]1)=[O:40])[C:32]1[CH:37]=[CH:36][CH:35]=[CH:34][CH:33]=1, predict the reactants needed to synthesize it. The reactants are: [CH3:1][S:2][C:3]1[CH:18]=[CH:17][C:6]([O:7][C:8]2[N:16]=[CH:15][CH:14]=[CH:13][C:9]=2[C:10]([OH:12])=O)=[CH:5][CH:4]=1.C(N(CC)CC)C.S(O)(=O)(=O)C.[CH2:31]([O:38][C:39]([C@H:41]1[CH2:46][CH2:45][C@@H:44]([NH2:47])[CH2:43][CH2:42]1)=[O:40])[C:32]1[CH:37]=[CH:36][CH:35]=[CH:34][CH:33]=1.Cl.CN(C)CCCN=C=NCC.ON1C2C=CC=CC=2N=N1. (7) Given the product [CH3:3][CH:2]([C:4]1[N:8]([CH2:9][CH2:10][C@@H:11]([OH:19])[CH2:12][C@@H:13]([OH:18])[CH2:14][C:15]([O-:17])=[O:16])[C:7]([C:20]2[CH:25]=[CH:24][C:23]([F:26])=[CH:22][CH:21]=2)=[C:6]([C:27]2[CH:32]=[CH:31][CH:30]=[CH:29][CH:28]=2)[C:5]=1[C:33]([NH:35][C:36]1[CH:41]=[CH:40][CH:39]=[CH:38][CH:37]=1)=[O:34])[CH3:1].[CH3:3][CH:2]([C:4]1[N:8]([CH2:9][CH2:10][C@@H:11]([OH:19])[CH2:12][C@@H:13]([OH:18])[CH2:14][C:15]([O-:17])=[O:16])[C:7]([C:20]2[CH:25]=[CH:24][C:23]([F:26])=[CH:22][CH:21]=2)=[C:6]([C:27]2[CH:32]=[CH:31][CH:30]=[CH:29][CH:28]=2)[C:5]=1[C:33]([NH:35][C:36]1[CH:41]=[CH:40][CH:39]=[CH:38][CH:37]=1)=[O:34])[CH3:1].[Ca+2:46], predict the reactants needed to synthesize it. The reactants are: [CH3:1][CH:2]([C:4]1[N:8]([CH2:9][CH2:10][C@@H:11]([OH:19])[CH2:12][C@@H:13]([OH:18])[CH2:14][C:15]([OH:17])=[O:16])[C:7]([C:20]2[CH:21]=[CH:22][C:23]([F:26])=[CH:24][CH:25]=2)=[C:6]([C:27]2[CH:28]=[CH:29][CH:30]=[CH:31][CH:32]=2)[C:5]=1[C:33]([NH:35][C:36]1[CH:37]=[CH:38][CH:39]=[CH:40][CH:41]=1)=[O:34])[CH3:3].C([O-])(=O)C.[Ca+2:46].C([O-])(=O)C.[OH-].[Na+]. (8) Given the product [N:11]1[CH:12]=[CH:13][CH:14]=[C:9]([CH2:8][N:7]2[CH2:6][CH2:5][NH:4][CH2:3][C:2]2=[O:1])[CH:10]=1, predict the reactants needed to synthesize it. The reactants are: [O:1]=[C:2]1[N:7]([CH2:8][C:9]2[CH:10]=[N:11][CH:12]=[CH:13][CH:14]=2)[CH2:6][CH2:5][N:4](C(OCC2C=CC=CC=2)=O)[CH2:3]1.[H][H].